The task is: Predict which catalyst facilitates the given reaction.. This data is from Catalyst prediction with 721,799 reactions and 888 catalyst types from USPTO. (1) Reactant: [Br:1][C:2]1[CH:11]=[CH:10][C:9]([CH:12]=O)=[C:8]2[C:3]=1[CH:4]=[N:5][CH:6]=[N:7]2.Cl.[NH2:15][OH:16].C(N(CC)CC)C. Product: [Br:1][C:2]1[CH:11]=[CH:10][C:9]([CH:12]=[N:15][OH:16])=[C:8]2[C:3]=1[CH:4]=[N:5][CH:6]=[N:7]2. The catalyst class is: 10. (2) Reactant: O.[OH-].[Li+].[Br:4][C:5]1[CH:6]=[N:7][C:8]([N:11]2[C:19]3[C:14](=[CH:15][CH:16]=[C:17]([C:20]([O:22]C)=[O:21])[CH:18]=3)[C:13]([S:24][CH3:25])=[CH:12]2)=[N:9][CH:10]=1. Product: [Br:4][C:5]1[CH:6]=[N:7][C:8]([N:11]2[C:19]3[C:14](=[CH:15][CH:16]=[C:17]([C:20]([OH:22])=[O:21])[CH:18]=3)[C:13]([S:24][CH3:25])=[CH:12]2)=[N:9][CH:10]=1. The catalyst class is: 20. (3) Reactant: [H-].[Al+3].[Li+].[H-].[H-].[H-].[CH3:7][N:8]([CH3:24])[C:9](=O)[CH:10]([CH3:22])[CH:11]([C:14]1[CH:19]=[CH:18][CH:17]=[C:16]([O:20][CH3:21])[CH:15]=1)[CH2:12][CH3:13]. Product: [CH3:21][O:20][C:16]1[CH:15]=[C:14]([CH:11]([CH2:12][CH3:13])[CH:10]([CH3:22])[CH2:9][N:8]([CH3:24])[CH3:7])[CH:19]=[CH:18][CH:17]=1. The catalyst class is: 28. (4) Reactant: [Cl:1][C:2]1[CH:7]=[CH:6][CH:5]=[CH:4][C:3]=1[N:8]1[C:17](=[O:18])[C:16]2[C:11](=[CH:12][CH:13]=[CH:14][CH:15]=2)[N:10]=[C:9]1[CH3:19].CO[CH:22](OC)[N:23]([CH3:25])[CH3:24]. Product: [Cl:1][C:2]1[CH:7]=[CH:6][CH:5]=[CH:4][C:3]=1[N:8]1[C:17](=[O:18])[C:16]2[C:11](=[CH:12][CH:13]=[CH:14][CH:15]=2)[N:10]=[C:9]1[CH:19]=[CH:22][N:23]([CH3:25])[CH3:24]. The catalyst class is: 9. (5) Reactant: CN(C)C1C2C(=CC=CC=2N(C)C)C=CC=1.F[B-](F)(F)F.[CH3:22][O+:23]([CH3:25])C.[N+:26]([C:29]1[CH:30]=[C:31]2[CH:37]=[C:36](CO)[N:35]([S:40]([C:43]3[CH:48]=[CH:47][CH:46]=[CH:45][CH:44]=3)(=[O:42])=[O:41])[C:32]2=[N:33][CH:34]=1)([O-:28])=[O:27].C([O-])(O)=O.[Na+]. Product: [CH3:22][O:23][CH2:25][C:36]1[N:35]([S:40]([C:43]2[CH:48]=[CH:47][CH:46]=[CH:45][CH:44]=2)(=[O:41])=[O:42])[C:32]2=[N:33][CH:34]=[C:29]([N+:26]([O-:28])=[O:27])[CH:30]=[C:31]2[CH:37]=1. The catalyst class is: 2. (6) Reactant: [N+:1]([C:4]1[CH:9]=[CH:8][C:7]([CH2:10][CH2:11][NH2:12])=[CH:6][CH:5]=1)([O-:3])=[O:2].[C:13](O[C:13]([O:15][C:16]([CH3:19])([CH3:18])[CH3:17])=[O:14])([O:15][C:16]([CH3:19])([CH3:18])[CH3:17])=[O:14]. Product: [C:16]([O:15][C:13](=[O:14])[NH:12][CH2:11][CH2:10][C:7]1[CH:6]=[CH:5][C:4]([N+:1]([O-:3])=[O:2])=[CH:9][CH:8]=1)([CH3:19])([CH3:18])[CH3:17]. The catalyst class is: 7.